From a dataset of NCI-60 drug combinations with 297,098 pairs across 59 cell lines. Regression. Given two drug SMILES strings and cell line genomic features, predict the synergy score measuring deviation from expected non-interaction effect. (1) Drug 1: C1CN1P(=S)(N2CC2)N3CC3. Drug 2: CC1=C(C(=O)C2=C(C1=O)N3CC4C(C3(C2COC(=O)N)OC)N4)N. Cell line: NCI-H522. Synergy scores: CSS=40.0, Synergy_ZIP=-9.06, Synergy_Bliss=-5.50, Synergy_Loewe=-13.5, Synergy_HSA=1.55. (2) Drug 1: CC1=CC2C(CCC3(C2CCC3(C(=O)C)OC(=O)C)C)C4(C1=CC(=O)CC4)C. Drug 2: CC1=C(C(=CC=C1)Cl)NC(=O)C2=CN=C(S2)NC3=CC(=NC(=N3)C)N4CCN(CC4)CCO. Cell line: M14. Synergy scores: CSS=-23.1, Synergy_ZIP=10.0, Synergy_Bliss=4.00, Synergy_Loewe=-11.2, Synergy_HSA=-11.9.